Dataset: NCI-60 drug combinations with 297,098 pairs across 59 cell lines. Task: Regression. Given two drug SMILES strings and cell line genomic features, predict the synergy score measuring deviation from expected non-interaction effect. (1) Drug 1: C1C(C(OC1N2C=C(C(=O)NC2=O)F)CO)O. Drug 2: CCN(CC)CCCC(C)NC1=C2C=C(C=CC2=NC3=C1C=CC(=C3)Cl)OC. Cell line: SNB-75. Synergy scores: CSS=6.97, Synergy_ZIP=-6.77, Synergy_Bliss=-4.60, Synergy_Loewe=-4.05, Synergy_HSA=-2.00. (2) Drug 1: CC1C(C(=O)NC(C(=O)N2CCCC2C(=O)N(CC(=O)N(C(C(=O)O1)C(C)C)C)C)C(C)C)NC(=O)C3=C4C(=C(C=C3)C)OC5=C(C(=O)C(=C(C5=N4)C(=O)NC6C(OC(=O)C(N(C(=O)CN(C(=O)C7CCCN7C(=O)C(NC6=O)C(C)C)C)C)C(C)C)C)N)C. Drug 2: CCCCCOC(=O)NC1=NC(=O)N(C=C1F)C2C(C(C(O2)C)O)O. Cell line: HL-60(TB). Synergy scores: CSS=11.8, Synergy_ZIP=-7.14, Synergy_Bliss=-3.48, Synergy_Loewe=-5.96, Synergy_HSA=-2.24.